From a dataset of NCI-60 drug combinations with 297,098 pairs across 59 cell lines. Regression. Given two drug SMILES strings and cell line genomic features, predict the synergy score measuring deviation from expected non-interaction effect. (1) Drug 1: CN1C(=O)N2C=NC(=C2N=N1)C(=O)N. Drug 2: CCC1(C2=C(COC1=O)C(=O)N3CC4=CC5=C(C=CC(=C5CN(C)C)O)N=C4C3=C2)O.Cl. Cell line: NCI-H322M. Synergy scores: CSS=-2.28, Synergy_ZIP=0.570, Synergy_Bliss=-2.15, Synergy_Loewe=-16.5, Synergy_HSA=-7.81. (2) Drug 1: C1CN1P(=S)(N2CC2)N3CC3. Drug 2: CC12CCC3C(C1CCC2O)C(CC4=C3C=CC(=C4)O)CCCCCCCCCS(=O)CCCC(C(F)(F)F)(F)F. Cell line: SK-MEL-5. Synergy scores: CSS=13.5, Synergy_ZIP=-4.11, Synergy_Bliss=1.23, Synergy_Loewe=0.728, Synergy_HSA=1.39. (3) Drug 1: CC(C1=C(C=CC(=C1Cl)F)Cl)OC2=C(N=CC(=C2)C3=CN(N=C3)C4CCNCC4)N. Drug 2: CC1=CC2C(CCC3(C2CCC3(C(=O)C)OC(=O)C)C)C4(C1=CC(=O)CC4)C. Cell line: SF-268. Synergy scores: CSS=-2.82, Synergy_ZIP=7.30, Synergy_Bliss=1.37, Synergy_Loewe=-9.67, Synergy_HSA=-3.85. (4) Drug 1: COC1=NC(=NC2=C1N=CN2C3C(C(C(O3)CO)O)O)N. Drug 2: CN(C(=O)NC(C=O)C(C(C(CO)O)O)O)N=O. Cell line: SF-295. Synergy scores: CSS=4.16, Synergy_ZIP=-2.29, Synergy_Bliss=-2.88, Synergy_Loewe=-3.63, Synergy_HSA=-3.10. (5) Drug 1: COC1=CC(=CC(=C1O)OC)C2C3C(COC3=O)C(C4=CC5=C(C=C24)OCO5)OC6C(C(C7C(O6)COC(O7)C8=CC=CS8)O)O. Drug 2: C1CCC(C(C1)N)N.C(=O)(C(=O)[O-])[O-].[Pt+4]. Cell line: SK-MEL-5. Synergy scores: CSS=17.3, Synergy_ZIP=-11.8, Synergy_Bliss=-6.12, Synergy_Loewe=-8.35, Synergy_HSA=-4.15. (6) Drug 1: C1CN(CCN1C(=O)CCBr)C(=O)CCBr. Drug 2: C1C(C(OC1N2C=NC3=C2NC=NCC3O)CO)O. Cell line: HS 578T. Synergy scores: CSS=26.4, Synergy_ZIP=-0.502, Synergy_Bliss=3.59, Synergy_Loewe=2.62, Synergy_HSA=2.91.